Dataset: Forward reaction prediction with 1.9M reactions from USPTO patents (1976-2016). Task: Predict the product of the given reaction. (1) Given the reactants [CH3:1][C:2]1[CH:7]=[C:6]([CH3:8])[CH:5]=[CH:4][C:3]=1[CH:9]([C:11]1[CH:16]=[CH:15][CH:14]=[CH:13][CH:12]=1)O.S(Cl)([Cl:19])=O, predict the reaction product. The product is: [Cl:19][CH:9]([C:11]1[CH:16]=[CH:15][CH:14]=[CH:13][CH:12]=1)[C:3]1[CH:4]=[CH:5][C:6]([CH3:8])=[CH:7][C:2]=1[CH3:1]. (2) Given the reactants [N+:1]([C:4]1[CH:5]=[C:6]2[C:10](=[CH:11][CH:12]=1)[N:9]([C:13]1[CH:18]=[CH:17][C:16]([CH:19]([CH3:28])[CH2:20][NH:21][S:22]([CH:25]([CH3:27])[CH3:26])(=[O:24])=[O:23])=[CH:15][CH:14]=1)[CH:8]=[CH:7]2)([O-])=O.[NH4+].[Cl-], predict the reaction product. The product is: [NH2:1][C:4]1[CH:5]=[C:6]2[C:10](=[CH:11][CH:12]=1)[N:9]([C:13]1[CH:14]=[CH:15][C:16]([CH:19]([CH3:28])[CH2:20][NH:21][S:22]([CH:25]([CH3:27])[CH3:26])(=[O:24])=[O:23])=[CH:17][CH:18]=1)[CH:8]=[CH:7]2. (3) Given the reactants [Br:1][C:2]1[CH:10]=[C:9]2[C:5]([CH:6]=[C:7]([C:12]([OH:14])=O)[N:8]2[CH3:11])=[CH:4][CH:3]=1.F[P-](F)(F)(F)(F)F.N1(OC(N(C)C)=[N+](C)C)[C:26]2[N:27]=[CH:28]C=CC=2N=N1.C(N(CC)CC)C.CNC, predict the reaction product. The product is: [Br:1][C:2]1[CH:10]=[C:9]2[C:5]([CH:6]=[C:7]([C:12]([N:27]([CH3:28])[CH3:26])=[O:14])[N:8]2[CH3:11])=[CH:4][CH:3]=1. (4) The product is: [C:23]([NH:22][C:21]1[N:17]([CH:13]2[CH2:14][CH2:15][CH2:16][N:11]([C:9]([O:8][CH2:1][C:2]3[CH:7]=[CH:6][CH:5]=[CH:4][CH:3]=3)=[O:10])[CH2:12]2)[N:18]=[C:19]([C:57]2[CH:62]=[CH:61][CH:60]=[C:59]([I:63])[CH:58]=2)[C:20]=1[C:26]#[N:27])(=[O:25])[CH3:24]. Given the reactants [CH2:1]([O:8][C:9]([N:11]1[CH2:16][CH2:15][CH2:14][CH:13]([N:17]2[C:21]([NH:22][C:23](=[O:25])[CH3:24])=[C:20]([C:26]#[N:27])[C:19](C3C=CC(I)=CC=3)=[N:18]2)[CH2:12]1)=[O:10])[C:2]1[CH:7]=[CH:6][CH:5]=[CH:4][CH:3]=1.NC1N(C2CCCN(C(OCC3C=CC=CC=3)=O)C2)N=C([C:57]2[CH:62]=[CH:61][CH:60]=[C:59]([I:63])[CH:58]=2)C=1C#N, predict the reaction product.